Dataset: Full USPTO retrosynthesis dataset with 1.9M reactions from patents (1976-2016). Task: Predict the reactants needed to synthesize the given product. (1) Given the product [CH3:27][N:29]1[C:3]2[C@@:2]3([CH3:1])[C:8]([CH3:10])([CH3:9])[C@H:5]([CH2:6][CH2:7]3)[C:4]=2[C:11](=[O:12])[N:30]1[C:31]1[CH:40]=[CH:39][C:38]2[C:33](=[CH:34][CH:35]=[CH:36][CH:37]=2)[CH:32]=1, predict the reactants needed to synthesize it. The reactants are: [CH3:1][C@:2]12[C:8]([CH3:10])([CH3:9])[C@H:5]([CH2:6][CH2:7]1)[CH:4]([C:11](Cl)=[O:12])[C:3]2=O.C(N(CC)CC)C.C(O[C:27]([N:29](C)[NH:30][C:31]1[CH:40]=[CH:39][C:38]2[C:33](=[CH:34][CH:35]=[CH:36][CH:37]=2)[CH:32]=1)=O)(C)(C)C.Cl.O1CCOCC1. (2) The reactants are: Cl[C:2]1[CH:7]=[C:6]([O:8][CH2:9][C:10]#[CH:11])[N:5]=[CH:4][N:3]=1.C(=O)([O-])[O-].[K+].[K+].[CH3:18][O:19][C:20]1[CH:25]=[CH:24][C:23]([OH:26])=[CH:22][CH:21]=1.[Cl-].[NH4+]. Given the product [CH3:18][O:19][C:20]1[CH:25]=[CH:24][C:23]([O:26][C:2]2[CH:7]=[C:6]([O:8][CH2:9][C:10]#[CH:11])[N:5]=[CH:4][N:3]=2)=[CH:22][CH:21]=1, predict the reactants needed to synthesize it. (3) The reactants are: C(O)(=O)C.[CH3:5][O:6][C:7]([C:9]1[N:10]=[CH:11][C:12]([CH:21]=O)=[C:13]2[CH2:18][O:17][C:16]([CH3:20])([CH3:19])[O:15][C:14]=12)=[O:8].[F:23][C:24]1[CH:30]=[CH:29][C:27]([NH2:28])=[CH:26][CH:25]=1.C([BH3-])#N.[Na+]. Given the product [F:23][C:24]1[CH:30]=[CH:29][C:27]([NH:28][CH2:21][C:12]2[CH:11]=[N:10][C:9]([C:7]([O:6][CH3:5])=[O:8])=[C:14]3[O:15][C:16]([CH3:19])([CH3:20])[O:17][CH2:18][C:13]=23)=[CH:26][CH:25]=1, predict the reactants needed to synthesize it. (4) Given the product [CH:10]1[CH:9]=[C:8]2[C:13]([CH:14]=[C:36]3[S:35][C:10]4[C:11]5[C:10]([S:35][C:9]=4[C:6]3=[CH:7]2)=[CH:9][C:8]2[C:13](=[CH:14][CH:15]=[CH:6][CH:7]=2)[CH:12]=5)=[CH:12][CH:11]=1, predict the reactants needed to synthesize it. The reactants are: CC([C:6]1[CH:7]=[C:8]2[C:13](=[CH:14][CH:15]=1)[CH:12]=[C:11](/C=C/[C:11]1[C:10]([S:35][CH3:36])=[CH:9][C:8]3[C:13](=[CH:14][CH:15]=[C:6](C(C)CCC)[CH:7]=3)[CH:12]=1)[C:10]([S:35][CH3:36])=[CH:9]2)CCC.II.